This data is from Forward reaction prediction with 1.9M reactions from USPTO patents (1976-2016). The task is: Predict the product of the given reaction. (1) Given the reactants O[CH2:2][CH2:3][CH2:4][C:5]#[C:6][C:7]1[O:11][N:10]=[C:9]([CH2:12][CH2:13][C@@:14]([CH3:29])([S:25]([CH3:28])(=[O:27])=[O:26])[C:15]([NH:17][O:18][CH:19]2[CH2:24][CH2:23][CH2:22][CH2:21][O:20]2)=[O:16])[CH:8]=1.CCN(S(F)(F)[F:36])CC, predict the reaction product. The product is: [F:36][CH2:2][CH2:3][CH2:4][C:5]#[C:6][C:7]1[O:11][N:10]=[C:9]([CH2:12][CH2:13][C@@:14]([CH3:29])([S:25]([CH3:28])(=[O:27])=[O:26])[C:15]([NH:17][O:18][CH:19]2[CH2:24][CH2:23][CH2:22][CH2:21][O:20]2)=[O:16])[CH:8]=1. (2) Given the reactants [CH:1]1([CH2:5][N:6]([C:19](=[O:30])[C:20]2[CH:25]=[CH:24][CH:23]=[CH:22][C:21]=2[C:26]([F:29])([F:28])[F:27])[C@H:7]2[CH2:11][CH2:10][N:9](C(OC(C)(C)C)=O)[CH2:8]2)[CH2:4][CH2:3][CH2:2]1.[ClH:31], predict the reaction product. The product is: [ClH:31].[CH:1]1([CH2:5][N:6]([C@H:7]2[CH2:11][CH2:10][NH:9][CH2:8]2)[C:19](=[O:30])[C:20]2[CH:25]=[CH:24][CH:23]=[CH:22][C:21]=2[C:26]([F:29])([F:28])[F:27])[CH2:4][CH2:3][CH2:2]1.